From a dataset of NCI-60 drug combinations with 297,098 pairs across 59 cell lines. Regression. Given two drug SMILES strings and cell line genomic features, predict the synergy score measuring deviation from expected non-interaction effect. (1) Drug 1: C(CCl)NC(=O)N(CCCl)N=O. Drug 2: B(C(CC(C)C)NC(=O)C(CC1=CC=CC=C1)NC(=O)C2=NC=CN=C2)(O)O. Cell line: U251. Synergy scores: CSS=22.1, Synergy_ZIP=-1.30, Synergy_Bliss=-1.32, Synergy_Loewe=-44.4, Synergy_HSA=-8.06. (2) Drug 1: C1CN(P(=O)(OC1)NCCCl)CCCl. Drug 2: C1C(C(OC1N2C=NC3=C2NC=NCC3O)CO)O. Cell line: MDA-MB-435. Synergy scores: CSS=-1.08, Synergy_ZIP=-0.290, Synergy_Bliss=-1.13, Synergy_Loewe=-2.04, Synergy_HSA=-2.88.